Task: Predict the reactants needed to synthesize the given product.. Dataset: Full USPTO retrosynthesis dataset with 1.9M reactions from patents (1976-2016) (1) The reactants are: C(OC(C1C=CC(CN2C=CC3C(=CC(C(O)=O)=CC=3)C2=O)=CC=1)=O)(C)(C)C.NC1C=CN=C(C)C=1.C(O)(C(F)(F)F)=O.C([O:48][C:49](=[O:78])[C:50]1[CH:55]=[CH:54][C:53]([CH2:56][N:57]2[CH:66]=[CH:65][C:64]3[C:59](=[CH:60][C:61]([C:67](=[O:76])[NH:68][CH2:69][C:70]4[CH:75]=[CH:74][N:73]=[CH:72][CH:71]=4)=[CH:62][CH:63]=3)[C:58]2=[O:77])=[CH:52][CH:51]=1)(C)(C)C. Given the product [O:77]=[C:58]1[C:59]2[C:64](=[CH:63][CH:62]=[C:61]([C:67](=[O:76])[NH:68][CH2:69][C:70]3[CH:75]=[CH:74][N:73]=[CH:72][CH:71]=3)[CH:60]=2)[CH:65]=[CH:66][N:57]1[CH2:56][C:53]1[CH:54]=[CH:55][C:50]([C:49]([OH:78])=[O:48])=[CH:51][CH:52]=1, predict the reactants needed to synthesize it. (2) Given the product [Cl:17][C:18]1[N:23]=[C:22]([C:2]2[CH:14]=[CH:13][C:12]3[C:11]4[C:6](=[CH:7][CH:8]=[CH:9][CH:10]=4)[C:5]([CH3:16])([CH3:15])[C:4]=3[CH:3]=2)[N:21]=[C:20]([C:25]2[CH:30]=[CH:29][CH:28]=[CH:27][CH:26]=2)[N:19]=1, predict the reactants needed to synthesize it. The reactants are: Br[C:2]1[CH:14]=[CH:13][C:12]2[C:11]3[C:6](=[CH:7][CH:8]=[CH:9][CH:10]=3)[C:5]([CH3:16])([CH3:15])[C:4]=2[CH:3]=1.[Cl:17][C:18]1[N:23]=[C:22](Cl)[N:21]=[C:20]([C:25]2[CH:30]=[CH:29][CH:28]=[CH:27][CH:26]=2)[N:19]=1.